Task: Predict the reactants needed to synthesize the given product.. Dataset: Full USPTO retrosynthesis dataset with 1.9M reactions from patents (1976-2016) Given the product [CH:1]1([CH2:7][CH2:8][CH2:9][C@@H:10]([C:19]2[O:23][N:22]=[C:21]([C:24]([N:26]3[CH2:35][CH2:34][C:33]4[C:28](=[CH:29][CH:30]=[CH:31][CH:32]=4)[CH2:27]3)=[O:25])[N:20]=2)[CH2:11][C:12]([OH:14])=[O:13])[CH2:2][CH2:3][CH2:4][CH2:5][CH2:6]1, predict the reactants needed to synthesize it. The reactants are: [CH:1]1([CH2:7][CH2:8][CH2:9][C@@H:10]([C:19]2[O:23][N:22]=[C:21]([C:24]([N:26]3[CH2:35][CH2:34][C:33]4[C:28](=[CH:29][CH:30]=[CH:31][CH:32]=4)[CH2:27]3)=[O:25])[N:20]=2)[CH2:11][C:12]([O:14]C(C)(C)C)=[O:13])[CH2:6][CH2:5][CH2:4][CH2:3][CH2:2]1.FC(F)(F)C(O)=O.